Dataset: Reaction yield outcomes from USPTO patents with 853,638 reactions. Task: Predict the reaction yield, written as a fraction of the theoretical maximum amount of product (1.0 means a 100% yield; for example, 0.34 means a 34% yield). (1) The yield is 0.610. The product is [C:14]([O:13][C:11]([N:8]1[C:4]2=[N:5][CH:6]=[CH:7][C:2]([Br:1])=[C:3]2[CH:10]=[CH:9]1)=[O:12])([CH3:17])([CH3:16])[CH3:15]. The catalyst is CN(C)C1C=CN=CC=1.C(Cl)Cl. The reactants are [Br:1][C:2]1[CH:7]=[CH:6][N:5]=[C:4]2[NH:8][CH:9]=[CH:10][C:3]=12.[C:11](O[C:11]([O:13][C:14]([CH3:17])([CH3:16])[CH3:15])=[O:12])([O:13][C:14]([CH3:17])([CH3:16])[CH3:15])=[O:12].C(N(CC)CC)C. (2) The reactants are [BH4-].[Na+].[F:3][C:4]1([F:52])[CH2:12][C:11]2[N:10]3[CH2:13][CH2:14][N:15]([C:18]4[N:25]=[CH:24][CH:23]=[C:22]([C:26]5[CH:31]=[C:30]([NH:32][C:33]6[CH:38]=[CH:37][C:36]([N:39]7[CH2:44][CH2:43][N:42]([CH:45]8[CH2:48][O:47][CH2:46]8)[CH2:41][C@@H:40]7[CH3:49])=[CH:35][N:34]=6)[C:29](=[O:50])[N:28]([CH3:51])[CH:27]=5)[C:19]=4[CH:20]=[O:21])[C:16](=[O:17])[C:9]3=[CH:8][C:7]=2[CH2:6][CH2:5]1. No catalyst specified. The product is [F:52][C:4]1([F:3])[CH2:12][C:11]2[N:10]3[CH2:13][CH2:14][N:15]([C:18]4[C:19]([CH2:20][OH:21])=[C:22]([C:26]5[CH:31]=[C:30]([NH:32][C:33]6[CH:38]=[CH:37][C:36]([N:39]7[CH2:44][CH2:43][N:42]([CH:45]8[CH2:48][O:47][CH2:46]8)[CH2:41][C@@H:40]7[CH3:49])=[CH:35][N:34]=6)[C:29](=[O:50])[N:28]([CH3:51])[CH:27]=5)[CH:23]=[CH:24][N:25]=4)[C:16](=[O:17])[C:9]3=[CH:8][C:7]=2[CH2:6][CH2:5]1. The yield is 0.510. (3) The reactants are Br[C:2]1[N:7]=[C:6]([CH2:8][NH:9][CH2:10][CH2:11][O:12][CH3:13])[CH:5]=[CH:4][CH:3]=1.[CH2:14]([N:18]1[CH2:23][CH2:22][CH2:21][CH2:20][CH2:19]1)[CH2:15][C:16]#[CH:17]. No catalyst specified. The product is [CH3:13][O:12][CH2:11][CH2:10][NH:9][CH2:8][C:6]1[CH:5]=[CH:4][CH:3]=[C:2]([C:17]#[C:16][CH2:15][CH2:14][N:18]2[CH2:23][CH2:22][CH2:21][CH2:20][CH2:19]2)[N:7]=1. The yield is 0.130. (4) The reactants are C[O:2][C:3](=[O:32])[CH2:4][CH2:5][CH2:6][N:7]1[CH2:11][CH2:10][CH2:9][C@@H:8]1[CH2:12][O:13][C:14]1[CH:19]=[CH:18][C:17]([O:20][C:21]2[CH:26]=[CH:25][C:24]([N:27]3[CH:31]=[CH:30][CH:29]=[N:28]3)=[CH:23][CH:22]=2)=[CH:16][CH:15]=1.O. The catalyst is Cl. The product is [N:27]1([C:24]2[CH:23]=[CH:22][C:21]([O:20][C:17]3[CH:18]=[CH:19][C:14]([O:13][CH2:12][C@H:8]4[CH2:9][CH2:10][CH2:11][N:7]4[CH2:6][CH2:5][CH2:4][C:3]([OH:32])=[O:2])=[CH:15][CH:16]=3)=[CH:26][CH:25]=2)[CH:31]=[CH:30][CH:29]=[N:28]1. The yield is 0.750. (5) The reactants are C(NC(C)C)(C)C.C([Li])CCC.[CH3:13][O:14][C:15](=[O:26])[CH2:16][C:17]1[CH:22]=[CH:21][C:20]([S:23][CH3:24])=[C:19]([Cl:25])[CH:18]=1.I[CH2:28][CH:29]1[CH2:34][CH2:33][O:32][CH2:31][CH2:30]1. The catalyst is O1CCCC1.CN1CCCN(C)C1=O. The product is [CH3:13][O:14][C:15](=[O:26])[CH:16]([C:17]1[CH:22]=[CH:21][C:20]([S:23][CH3:24])=[C:19]([Cl:25])[CH:18]=1)[CH2:28][CH:29]1[CH2:34][CH2:33][O:32][CH2:31][CH2:30]1. The yield is 0.610. (6) The reactants are [CH:1]([C:3]1[O:4][C:5]([C:8]([OH:10])=[O:9])=[CH:6][CH:7]=1)=O.Cl.[NH2:12]O.C(OC(=O)C)(=O)C.Cl. The catalyst is O.N1C=CC=CC=1. The product is [C:1]([C:3]1[O:4][C:5]([C:8]([OH:10])=[O:9])=[CH:6][CH:7]=1)#[N:12]. The yield is 0.460. (7) The reactants are [CH2:1]([O:3][C:4]1[C:9]2[NH:10][C:11](=[O:13])[O:12][C:8]=2[CH:7]=[C:6]([CH:14]=O)[CH:5]=1)[CH3:2].[C:16]1([C:22](=O)[CH2:23][C:24]2[CH:29]=[CH:28][CH:27]=[CH:26][CH:25]=2)[CH:21]=[CH:20][CH:19]=[CH:18][CH:17]=1.[NH2:31][C:32]([NH2:34])=[O:33].Cl. The catalyst is C(O)C. The product is [CH2:1]([O:3][C:4]1[C:9]2[NH:10][C:11](=[O:13])[O:12][C:8]=2[CH:7]=[C:6]([CH:14]2[C:23]([C:24]3[CH:29]=[CH:28][CH:27]=[CH:26][CH:25]=3)=[C:22]([C:16]3[CH:21]=[CH:20][CH:19]=[CH:18][CH:17]=3)[NH:34][C:32](=[O:33])[NH:31]2)[CH:5]=1)[CH3:2]. The yield is 0.220. (8) The reactants are [Cl:1][C:2]1[N:7]=[C:6](Cl)[C:5]([F:9])=[CH:4][N:3]=1.[CH3:10][Mg]Cl. The catalyst is C1COCC1.CN1C(=O)CCC1.C/C(/[O-])=C/C(C)=O.C/C(/[O-])=C/C(C)=O.C/C(/[O-])=C/C(C)=O.[Fe+3]. The product is [Cl:1][C:2]1[N:7]=[C:6]([CH3:10])[C:5]([F:9])=[CH:4][N:3]=1. The yield is 0.510.